Dataset: Peptide-MHC class I binding affinity with 185,985 pairs from IEDB/IMGT. Task: Regression. Given a peptide amino acid sequence and an MHC pseudo amino acid sequence, predict their binding affinity value. This is MHC class I binding data. (1) The peptide sequence is TPVESWEEI. The MHC is HLA-B51:01 with pseudo-sequence HLA-B51:01. The binding affinity (normalized) is 0.143. (2) The peptide sequence is DLAQDPMLI. The MHC is HLA-B39:01 with pseudo-sequence HLA-B39:01. The binding affinity (normalized) is 0.0847. (3) The peptide sequence is EAFETQSGAL. The MHC is HLA-A68:02 with pseudo-sequence HLA-A68:02. The binding affinity (normalized) is 0.610. (4) The peptide sequence is DAAASSLLY. The MHC is HLA-A68:02 with pseudo-sequence HLA-A68:02. The binding affinity (normalized) is 0.103. (5) The peptide sequence is GAVQNEITL. The MHC is Patr-B1701 with pseudo-sequence Patr-B1701. The binding affinity (normalized) is 0.661. (6) The peptide sequence is LLWTLVVLL. The MHC is HLA-A02:06 with pseudo-sequence HLA-A02:06. The binding affinity (normalized) is 0.742. (7) The peptide sequence is IRILQRALFM. The MHC is Mamu-B03 with pseudo-sequence Mamu-B03. The binding affinity (normalized) is 0.554. (8) The peptide sequence is SQKHFDTWW. The MHC is HLA-A02:01 with pseudo-sequence HLA-A02:01. The binding affinity (normalized) is 0.0847. (9) The MHC is HLA-B07:02 with pseudo-sequence HLA-B07:02. The peptide sequence is RADSMMLGY. The binding affinity (normalized) is 0.0847. (10) The MHC is H-2-Kb with pseudo-sequence H-2-Kb. The binding affinity (normalized) is 0.734. The peptide sequence is VYIEVLHL.